From a dataset of Reaction yield outcomes from USPTO patents with 853,638 reactions. Predict the reaction yield, written as a fraction of the theoretical maximum amount of product (1.0 means a 100% yield; for example, 0.34 means a 34% yield). (1) The reactants are [NH2:1][C:2]1[N:7]([C:8]2[CH:9]=[C:10]([CH:13]=[CH:14][CH:15]=2)[C:11]#[N:12])[C:6](=[S:16])[NH:5][C:4](=[O:17])[CH:3]=1.[N:18]([O-])=[O:19].[Na+]. The catalyst is C(O)(=O)C.O. The product is [NH2:1][C:2]1[N:7]([C:8]2[CH:9]=[C:10]([CH:13]=[CH:14][CH:15]=2)[C:11]#[N:12])[C:6](=[S:16])[NH:5][C:4](=[O:17])[C:3]=1[N:18]=[O:19]. The yield is 0.930. (2) The reactants are C1C=CC(P(Cl)(C2C=CC=CC=2)=O)=CC=1.C([O:19][C:20]1[C:21]([CH3:29])=[C:22]([CH:26]=[CH:27][CH:28]=1)[C:23]([OH:25])=O)(=O)C.[C:30]([NH:34][C:35]([C@@H:37]1[C:41]([CH3:43])([CH3:42])[S:40][CH2:39][N:38]1[C:44](=[O:58])[C@@H:45]([OH:57])[C@@H:46]([NH2:56])[CH2:47][C:48]1[CH:53]=[CH:52][C:51]([O:54][CH3:55])=[CH:50][CH:49]=1)=[O:36])([CH3:33])([CH3:32])[CH3:31]. The catalyst is CCOC(C)=O. The product is [C:30]([NH:34][C:35]([C@@H:37]1[C:41]([CH3:42])([CH3:43])[S:40][CH2:39][N:38]1[C:44](=[O:58])[C@@H:45]([OH:57])[C@@H:46]([NH:56][C:23](=[O:25])[C:22]1[CH:26]=[CH:27][CH:28]=[C:20]([OH:19])[C:21]=1[CH3:29])[CH2:47][C:48]1[CH:49]=[CH:50][C:51]([O:54][CH3:55])=[CH:52][CH:53]=1)=[O:36])([CH3:31])([CH3:32])[CH3:33]. The yield is 0.810. (3) The reactants are [CH3:1][O:2][C:3]([C:5]1[CH:10]=[N:9][C:8](N)=[C:7]([O:12][CH2:13][CH:14]2[CH2:16][CH2:15]2)[N:6]=1)=[O:4].C[Si]([Br:21])(C)C.N(OC(C)(C)C)=O. The catalyst is BrCBr. The product is [CH3:1][O:2][C:3]([C:5]1[CH:10]=[N:9][C:8]([Br:21])=[C:7]([O:12][CH2:13][CH:14]2[CH2:16][CH2:15]2)[N:6]=1)=[O:4]. The yield is 0.466. (4) The reactants are C1C=CC(P(C2C=CC3C(=CC=CC=3)C=2C2C3C(=CC=CC=3)C=CC=2P(C2C=CC=CC=2)C2C=CC=CC=2)C2C=CC=CC=2)=CC=1.Br[C:48]1[C:49]([C:64]2[O:65][CH:66]=[CH:67][CH:68]=2)=[C:50]([CH3:63])[C:51]([C:61]#[N:62])=[C:52]2[C:56]=1[O:55][C:54]([C:57]([CH3:60])([CH3:59])[CH3:58])=[N:53]2.[CH3:69][N:70]([CH3:76])[C@H:71]1[CH2:75][CH2:74][NH:73][CH2:72]1.CC(C)([O-])C.[Na+]. The catalyst is C1(C)C=CC=CC=1.[Cl-].[Na+].O.C([O-])(=O)C.[Pd+2].C([O-])(=O)C. The product is [C:57]([C:54]1[O:55][C:56]2[C:52](=[C:51]([C:61]#[N:62])[C:50]([CH3:63])=[C:49]([C:64]3[O:65][CH:66]=[CH:67][CH:68]=3)[C:48]=2[N:73]2[CH2:74][CH2:75][C@H:71]([N:70]([CH3:76])[CH3:69])[CH2:72]2)[N:53]=1)([CH3:60])([CH3:59])[CH3:58]. The yield is 0.130. (5) The reactants are [CH3:1][C:2]1[CH:7]=[CH:6][CH:5]=[C:4]([CH3:8])[C:3]=1[OH:9].C1(P(C2C=CC=CC=2)C2C=CC=CC=2)C=CC=CC=1.O[CH2:30][C:31]1[C:35]([C:36]([O:38][CH3:39])=[O:37])=[C:34]([CH:40]([CH3:42])[CH3:41])[O:33][N:32]=1.N(C(OC(C)C)=O)=NC(OC(C)C)=O. The catalyst is C1(C)C=CC=CC=1. The product is [CH3:1][C:2]1[CH:7]=[CH:6][CH:5]=[C:4]([CH3:8])[C:3]=1[O:9][CH2:30][C:31]1[C:35]([C:36]([O:38][CH3:39])=[O:37])=[C:34]([CH:40]([CH3:42])[CH3:41])[O:33][N:32]=1. The yield is 0.720. (6) The reactants are [Cl:1][C:2]1[CH:19]=[C:18]([Cl:20])[CH:17]=[CH:16][C:3]=1[O:4][CH2:5][CH2:6][CH2:7][NH:8][C:9](=[O:15])[O:10][C:11]([CH3:14])([CH3:13])[CH3:12].[H-].[Na+].[CH2:23](Br)[C:24]#[CH:25].C1(C)C=CC=CC=1. The catalyst is CN(C=O)C. The product is [Cl:1][C:2]1[CH:19]=[C:18]([Cl:20])[CH:17]=[CH:16][C:3]=1[O:4][CH2:5][CH2:6][CH2:7][N:8]([CH2:25][C:24]#[CH:23])[C:9](=[O:15])[O:10][C:11]([CH3:14])([CH3:13])[CH3:12]. The yield is 0.274. (7) The reactants are [Si:1]([O:8][CH2:9][C@H:10]1[O:14][C:13]([CH3:16])([CH3:15])[N:12]([C:17]([O:19][C:20]([CH3:23])([CH3:22])[CH3:21])=[O:18])[C@H:11]1[CH2:24][C:25]#[CH:26])([C:4]([CH3:7])([CH3:6])[CH3:5])([CH3:3])[CH3:2].[CH2:27]([Li])CCC.IC. The catalyst is C1COCC1. The product is [CH2:24]([C@H:11]1[C@@H:10]([CH2:9][O:8][Si:1]([C:4]([CH3:7])([CH3:6])[CH3:5])([CH3:3])[CH3:2])[O:14][C:13]([CH3:15])([CH3:16])[N:12]1[C:17]([O:19][C:20]([CH3:23])([CH3:22])[CH3:21])=[O:18])[C:25]#[C:26][CH3:27]. The yield is 0.740. (8) The product is [F:14][C:15]1[CH:20]=[CH:19][C:18]([C:21]2[C:29]3[C:28]([N:30]4[CH2:35][CH2:34][CH:33]([NH:36][CH2:3][CH:2]([OH:1])[CH2:4][O:5][C:6]5[CH:11]=[CH:10][CH:9]=[C:8]([CH2:12][OH:13])[CH:7]=5)[CH2:32][CH2:31]4)=[N:27][CH:26]=[N:25][C:24]=3[S:23][CH:22]=2)=[CH:17][CH:16]=1. The catalyst is CC(O)C.CS(C)=O. The yield is 0.350. The reactants are [O:1]1[CH2:3][CH:2]1[CH2:4][O:5][C:6]1[CH:7]=[C:8]([CH2:12][OH:13])[CH:9]=[CH:10][CH:11]=1.[F:14][C:15]1[CH:20]=[CH:19][C:18]([C:21]2[C:29]3[C:28]([N:30]4[CH2:35][CH2:34][CH:33]([NH2:36])[CH2:32][CH2:31]4)=[N:27][CH:26]=[N:25][C:24]=3[S:23][CH:22]=2)=[CH:17][CH:16]=1.